Dataset: Forward reaction prediction with 1.9M reactions from USPTO patents (1976-2016). Task: Predict the product of the given reaction. (1) Given the reactants [NH2:1][C:2]1[CH:9]=[C:8]([O:10][CH2:11][C:12]2[CH:17]=[CH:16][CH:15]=[CH:14][CH:13]=2)[C:7]([O:18][CH3:19])=[CH:6][C:3]=1[C:4]#[N:5].[CH3:20][N:21]([CH:23](OC)OC)[CH3:22], predict the reaction product. The product is: [C:4]([C:3]1[CH:6]=[C:7]([O:18][CH3:19])[C:8]([O:10][CH2:11][C:12]2[CH:13]=[CH:14][CH:15]=[CH:16][CH:17]=2)=[CH:9][C:2]=1[N:1]=[CH:20][N:21]([CH3:23])[CH3:22])#[N:5]. (2) Given the reactants [NH2:1][C:2]1[CH:3]=[N:4][N:5]([CH2:21][C:22]2[CH:27]=[CH:26][C:25]([O:28][CH3:29])=[CH:24][CH:23]=2)[C:6]=1[N:7]1[CH2:12][CH2:11][N:10]([C:13]([O:15][C:16]([CH3:19])([CH3:18])[CH3:17])=[O:14])[CH2:9][C@@H:8]1[CH3:20].ClC1N(CC2C=CC(OC)=CC=2)N=CC=1[N+]([O-])=O.C[C@H]1NCCN(C(OC(C)(C)C)=O)C1, predict the reaction product. The product is: [NH2:1][C:2]1[CH:3]=[N:4][N:5]([CH2:21][C:22]2[CH:27]=[CH:26][C:25]([O:28][CH3:29])=[CH:24][CH:23]=2)[C:6]=1[N:7]1[CH2:12][CH2:11][N:10]([C:13]([O:15][C:16]([CH3:18])([CH3:19])[CH3:17])=[O:14])[CH2:9][C@H:8]1[CH3:20]. (3) Given the reactants [CH3:1][N:2]([CH:7]1[CH2:12][CH2:11][NH:10][CH2:9][CH2:8]1)[S:3]([CH3:6])(=[O:5])=[O:4].[C:13]([C:17]1[N:22]=[CH:21][C:20]([C:23]2[N:24]([C:44](Cl)=[O:45])[C@@:25]([C:37]3[CH:42]=[CH:41][C:40]([Cl:43])=[CH:39][CH:38]=3)([CH3:36])[C@@:26]([C:29]3[CH:34]=[CH:33][C:32]([Cl:35])=[CH:31][CH:30]=3)([CH3:28])[N:27]=2)=[C:19]([O:47][CH2:48][CH3:49])[CH:18]=1)([CH3:16])([CH3:15])[CH3:14], predict the reaction product. The product is: [C:13]([C:17]1[N:22]=[CH:21][C:20]([C:23]2[N:24]([C:44]([N:10]3[CH2:9][CH2:8][CH:7]([N:2]([CH3:1])[S:3]([CH3:6])(=[O:5])=[O:4])[CH2:12][CH2:11]3)=[O:45])[C@@:25]([C:37]3[CH:38]=[CH:39][C:40]([Cl:43])=[CH:41][CH:42]=3)([CH3:36])[C@@:26]([C:29]3[CH:30]=[CH:31][C:32]([Cl:35])=[CH:33][CH:34]=3)([CH3:28])[N:27]=2)=[C:19]([O:47][CH2:48][CH3:49])[CH:18]=1)([CH3:14])([CH3:15])[CH3:16]. (4) Given the reactants [C:1]([C:4]1[CH:5]=[N:6][C:7]2[C:12]([C:13]=1[NH:14][C:15]1[CH:16]=[CH:17][C:18]([N:21]3[CH2:26][CH2:25][N:24]([C:27]([O:29][C:30]([CH3:33])([CH3:32])[CH3:31])=[O:28])[CH2:23][CH2:22]3)=[N:19][CH:20]=1)=[CH:11][C:10](Br)=[CH:9][CH:8]=2)(=[O:3])[CH3:2].[Cl:35][C:36]1[CH:41]=[C:40](B2OC(C)(C)C(C)(C)O2)[CH:39]=[C:38]([Cl:51])[C:37]=1[OH:52], predict the reaction product. The product is: [C:1]([C:4]1[CH:5]=[N:6][C:7]2[C:12]([C:13]=1[NH:14][C:15]1[CH:16]=[CH:17][C:18]([N:21]3[CH2:26][CH2:25][N:24]([C:27]([O:29][C:30]([CH3:33])([CH3:32])[CH3:31])=[O:28])[CH2:23][CH2:22]3)=[N:19][CH:20]=1)=[CH:11][C:10]([C:40]1[CH:41]=[C:36]([Cl:35])[C:37]([OH:52])=[C:38]([Cl:51])[CH:39]=1)=[CH:9][CH:8]=2)(=[O:3])[CH3:2]. (5) Given the reactants [NH2:1][C@@H:2]1[CH2:11][C@@H:10]2[C@:5]([CH3:14])([CH2:6][CH2:7][CH2:8][C:9]2([CH3:13])[CH3:12])[C@@H:4]([C:15]([C:17]2[CH:18]=[C:19]([OH:24])[CH:20]=[C:21]([OH:23])[CH:22]=2)=[O:16])[C@@H:3]1[CH3:25].[N:26]1[CH:31]=[CH:30][C:29]([CH:32]=O)=[CH:28][CH:27]=1.C(O)(=O)C.C(O[BH-](OC(=O)C)OC(=O)C)(=O)C.[Na+], predict the reaction product. The product is: [CH3:25][C@@H:3]1[C@H:2]([NH:1][CH2:32][C:29]2[CH:30]=[CH:31][N:26]=[CH:27][CH:28]=2)[CH2:11][C@@H:10]2[C@:5]([CH3:14])([CH2:6][CH2:7][CH2:8][C:9]2([CH3:13])[CH3:12])[C@H:4]1[C:15]([C:17]1[CH:22]=[C:21]([OH:23])[CH:20]=[C:19]([OH:24])[CH:18]=1)=[O:16]. (6) Given the reactants [ClH:1].[CH:2]1[CH:3]=[CH:4][C:5]2[S:10][N:9]=[C:8]([N:11]3[CH2:16][CH2:15][N:14]([CH2:17][CH2:18][C:19]4[CH:20]=[C:21]5[CH2:29][C:27](=[O:28])[NH:26][C:22]5=[CH:23][C:24]=4[Cl:25])[CH2:13][CH2:12]3)[C:6]=2[CH:7]=1, predict the reaction product. The product is: [CH:2]1[CH:3]=[CH:4][C:5]2[S:10][N:9]=[C:8]([N:11]3[CH2:12][CH2:13][N:14]([CH2:17][CH2:18][C:19]4[CH:20]=[C:21]5[CH2:29][C:27](=[O:28])[NH:26][C:22]5=[CH:23][C:24]=4[Cl:25])[CH2:15][CH2:16]3)[C:6]=2[CH:7]=1.[ClH:1]. (7) Given the reactants Cl[S:2]([C:5]1[CH:6]=[C:7]([CH:13]=[CH:14][CH:15]=1)[C:8]([O:10][CH2:11][CH3:12])=[O:9])(=[O:4])=[O:3].[F:16][C:17]([F:26])([F:25])[C:18]1[CH:24]=[CH:23][C:21]([NH2:22])=[CH:20][CH:19]=1, predict the reaction product. The product is: [F:16][C:17]([F:25])([F:26])[C:18]1[CH:19]=[CH:20][C:21]([NH:22][S:2]([C:5]2[CH:6]=[C:7]([CH:13]=[CH:14][CH:15]=2)[C:8]([O:10][CH2:11][CH3:12])=[O:9])(=[O:4])=[O:3])=[CH:23][CH:24]=1.